This data is from Forward reaction prediction with 1.9M reactions from USPTO patents (1976-2016). The task is: Predict the product of the given reaction. (1) Given the reactants CC(C)([O-])C.[K+].[F:7][C:8]1[C:9]([N+:14]([O-:16])=[O:15])=[N:10][CH:11]=[CH:12][CH:13]=1.[CH2:17]([O:19][C:20](=[O:24])[CH:21](Cl)[CH3:22])[CH3:18].Cl, predict the reaction product. The product is: [CH2:17]([O:19][C:20](=[O:24])[CH:21]([C:12]1[CH:11]=[N:10][C:9]([N+:14]([O-:16])=[O:15])=[C:8]([F:7])[CH:13]=1)[CH3:22])[CH3:18]. (2) Given the reactants [CH3:1][O:2][C:3](=[O:17])[CH2:4][CH2:5][C:6]([C:8]1[CH:13]=[CH:12][C:11]([CH2:14][CH2:15][OH:16])=[CH:10][CH:9]=1)=O, predict the reaction product. The product is: [CH3:1][O:2][C:3](=[O:17])[CH2:4][CH2:5][CH2:6][C:8]1[CH:9]=[CH:10][C:11]([CH2:14][CH2:15][OH:16])=[CH:12][CH:13]=1.